Regression/Classification. Given a drug SMILES string, predict its absorption, distribution, metabolism, or excretion properties. Task type varies by dataset: regression for continuous measurements (e.g., permeability, clearance, half-life) or binary classification for categorical outcomes (e.g., BBB penetration, CYP inhibition). Dataset: cyp2c19_veith. From a dataset of CYP2C19 inhibition data for predicting drug metabolism from PubChem BioAssay. (1) The drug is C#CCN[C@@H](C)Cc1ccccc1. The result is 0 (non-inhibitor). (2) The molecule is COc1cccc(Nc2ncc3nc(-c4cccs4)c(=O)n(CCC#N)c3n2)c1. The result is 0 (non-inhibitor). (3) The drug is NC(N)=NOCC[C@H](N)C(=O)O.O.O=S(=O)(O)O. The result is 0 (non-inhibitor). (4) The drug is Cc1ccc(-n2c(CCC(=O)O)ccc2-c2cccs2)cc1C. The result is 1 (inhibitor). (5) The molecule is CC(Cc1ccccc1)C(=O)NCc1ccccn1. The result is 0 (non-inhibitor). (6) The drug is CCn1c(SCc2nc3ccccc3[nH]2)nnc1-c1ccc(OC)cc1. The result is 1 (inhibitor). (7) The molecule is C=CCNC(=O)/C(=C\C=C\c1ccccc1)NC(=O)c1ccc(OCCCC)cc1. The result is 1 (inhibitor).